Dataset: Forward reaction prediction with 1.9M reactions from USPTO patents (1976-2016). Task: Predict the product of the given reaction. (1) The product is: [CH2:18]([N:6]1[CH:7]=[C:2]([Br:1])[CH:3]=[C:4]([N+:9]([O-:11])=[O:10])[C:5]1=[O:8])[C:19]1[CH:24]=[CH:23][CH:22]=[CH:21][CH:20]=1. Given the reactants [Br:1][C:2]1[CH:3]=[C:4]([N+:9]([O-:11])=[O:10])[C:5]([OH:8])=[N:6][CH:7]=1.C([O-])([O-])=O.[K+].[K+].[CH2:18](Br)[C:19]1[CH:24]=[CH:23][CH:22]=[CH:21][CH:20]=1.O, predict the reaction product. (2) Given the reactants [CH:1]([C:3]1[N:8]=[C:7](/[CH:9]=[CH:10]/[C:11]([O:13][C:14]([CH3:17])([CH3:16])[CH3:15])=[O:12])[CH:6]=[CH:5][CH:4]=1)=O.[CH3:18][N:19]1[CH2:24][CH2:23][N:22]([C:25]2[CH:30]=[CH:29][CH:28]=[CH:27][C:26]=2[C:31](=[O:33])[CH3:32])[CH2:21][CH2:20]1.[OH-].[K+], predict the reaction product. The product is: [CH3:18][N:19]1[CH2:24][CH2:23][N:22]([C:25]2[CH:30]=[CH:29][CH:28]=[CH:27][C:26]=2[C:31](=[O:33])/[CH:32]=[CH:1]/[C:3]2[N:8]=[C:7](/[CH:9]=[CH:10]/[C:11]([O:13][C:14]([CH3:17])([CH3:16])[CH3:15])=[O:12])[CH:6]=[CH:5][CH:4]=2)[CH2:21][CH2:20]1. (3) Given the reactants [N:1]12[CH2:8][CH2:7][CH:4]([CH2:5][CH2:6]1)[CH:3]([C@@H:9]1[C:18](=[O:19])[C:17]3[C:12]4=[C:13]([NH:20][N:21]=[C:11]4[CH2:10]1)[CH:14]=[N:15][CH:16]=3)[CH2:2]2.[Cl:22][C:23]1[CH:28]=[CH:27][C:26](I)=[CH:25][CH:24]=1.CN(C)C1CCCCC1N.[O-]P([O-])([O-])=O.[K+].[K+].[K+], predict the reaction product. The product is: [ClH:22].[Cl:22][C:23]1[CH:28]=[CH:27][C:26]([N:20]2[C:13]3[CH:14]=[N:15][CH:16]=[C:17]4[C:18](=[O:19])[C@@H:9]([CH:3]5[CH:4]6[CH2:7][CH2:8][N:1]([CH2:6][CH2:5]6)[CH2:2]5)[CH2:10][C:11]([C:12]=34)=[N:21]2)=[CH:25][CH:24]=1. (4) Given the reactants [F:1][C:2]([F:7])([F:6])[C:3]([OH:5])=[O:4].[Cl:8][C:9]1[CH:32]=[CH:31][C:12]([C:13]([N:15]2[CH2:21][C:20]3[CH:22]=[CH:23][CH:24]=[CH:25][C:19]=3[N:18]([CH2:26][C:27](O)=[O:28])[C:17](=[O:30])[CH2:16]2)=[O:14])=[CH:11][CH:10]=1.[NH2:33][CH2:34][CH2:35][C:36]1[CH:41]=[CH:40][CH:39]=[CH:38][N:37]=1.C(N(CC)CC)C, predict the reaction product. The product is: [F:1][C:2]([F:7])([F:6])[C:3]([OH:5])=[O:4].[Cl:8][C:9]1[CH:32]=[CH:31][C:12]([C:13]([N:15]2[CH2:21][C:20]3[CH:22]=[CH:23][CH:24]=[CH:25][C:19]=3[N:18]([CH2:26][C:27]([NH:33][CH2:34][CH2:35][C:36]3[CH:41]=[CH:40][CH:39]=[CH:38][N:37]=3)=[O:28])[C:17](=[O:30])[CH2:16]2)=[O:14])=[CH:11][CH:10]=1. (5) The product is: [ClH:43].[CH3:1][S:2]([C:5]1[CH:6]=[C:7]([C:15]2[C:16]([O:27][C:28]3[CH:42]=[CH:41][C:31]([O:32][CH2:33][CH2:34][N:35]4[CH2:40][CH2:39][CH2:38][CH2:37][CH2:36]4)=[CH:30][CH:29]=3)=[C:17]3[C:22](=[CH:23][CH:24]=2)[CH:21]=[C:20]([OH:25])[CH:19]=[CH:18]3)[CH:8]=[CH:9][C:10]=1[S:11]([CH3:14])(=[O:13])=[O:12])(=[O:3])=[O:4]. Given the reactants [CH3:1][S:2]([C:5]1[CH:6]=[C:7]([C:15]2[CH:24]=[CH:23][C:22]3[C:17](=[CH:18][CH:19]=[C:20]([O:25]C)[CH:21]=3)[C:16]=2[O:27][C:28]2[CH:42]=[CH:41][C:31]([O:32][CH2:33][CH2:34][N:35]3[CH2:40][CH2:39][CH2:38][CH2:37][CH2:36]3)=[CH:30][CH:29]=2)[CH:8]=[CH:9][C:10]=1[S:11]([CH3:14])(=[O:13])=[O:12])(=[O:4])=[O:3].[ClH:43].B(Br)(Br)Br.CO, predict the reaction product. (6) Given the reactants [CH2:1]([O:5][CH2:6][CH2:7][O:8][C:9]1[CH:14]=[CH:13][C:12]([C:15]2[CH:20]=[CH:19][C:18]([N:21]3[CH2:26][CH2:25][CH2:24][CH2:23][CH2:22]3)=[C:17](/[CH:27]=[CH:28]/[C:29](O)=[O:30])[CH:16]=2)=[CH:11][CH:10]=1)[CH2:2][CH2:3][CH3:4].C(Cl)(=O)C(Cl)=O.[CH2:38]([N:41]1[C:45]([CH2:46][S@@:47]([C:49]2[CH:55]=[CH:54][C:52]([NH2:53])=[CH:51][CH:50]=2)=[O:48])=[CH:44][N:43]=[CH:42]1)[CH2:39][CH3:40].C(N(CC)CC)C, predict the reaction product. The product is: [CH2:1]([O:5][CH2:6][CH2:7][O:8][C:9]1[CH:10]=[CH:11][C:12]([C:15]2[CH:20]=[CH:19][C:18]([N:21]3[CH2:26][CH2:25][CH2:24][CH2:23][CH2:22]3)=[C:17](/[CH:27]=[CH:28]/[C:29]([NH:53][C:52]3[CH:51]=[CH:50][C:49]([S@:47]([CH2:46][C:45]4[N:41]([CH2:38][CH2:39][CH3:40])[CH:42]=[N:43][CH:44]=4)=[O:48])=[CH:55][CH:54]=3)=[O:30])[CH:16]=2)=[CH:13][CH:14]=1)[CH2:2][CH2:3][CH3:4]. (7) The product is: [CH:1]1([NH:4][S:5]([C:8]2[C:13]([Cl:14])=[CH:12][CH:11]=[C:10]([NH2:15])[C:9]=2[OH:18])(=[O:7])=[O:6])[CH2:3][CH2:2]1. Given the reactants [CH:1]1([NH:4][S:5]([C:8]2[C:13]([Cl:14])=[CH:12][CH:11]=[C:10]([N+:15]([O-])=O)[C:9]=2[OH:18])(=[O:7])=[O:6])[CH2:3][CH2:2]1.[H][H], predict the reaction product.